Dataset: Retrosynthesis with 50K atom-mapped reactions and 10 reaction types from USPTO. Task: Predict the reactants needed to synthesize the given product. Given the product C[C@H](c1ccccc1)N1C[C@@](CCBr)(C(=O)OC(C)(C)C)C(F)C1=O, predict the reactants needed to synthesize it. The reactants are: BrC(Br)(Br)Br.C[C@H](c1ccccc1)N1C[C@@](CCO)(C(=O)OC(C)(C)C)C(F)C1=O.